From a dataset of Catalyst prediction with 721,799 reactions and 888 catalyst types from USPTO. Predict which catalyst facilitates the given reaction. Reactant: [CH3:1][C:2]1([CH3:10])[O:6][C@H:5]([CH2:7]CO)[CH2:4][O:3]1.[H-].[Na+].Cl[C:14]1[N:19]=[C:18]([S:20][CH3:21])[N:17]=[C:16]2[NH:22][N:23]=[C:24]([C:25]3[CH:30]=[CH:29][CH:28]=[CH:27][C:26]=3[Cl:31])[C:15]=12.[OH2:32]. Product: [Cl:31][C:26]1[CH:27]=[CH:28][CH:29]=[CH:30][C:25]=1[C:24]1[C:15]2[C:16](=[N:17][C:18]([S:20][CH3:21])=[N:19][C:14]=2[O:32][CH2:7][CH:5]2[CH2:4][O:3][C:2]([CH3:1])([CH3:10])[O:6]2)[NH:22][N:23]=1. The catalyst class is: 155.